Dataset: Full USPTO retrosynthesis dataset with 1.9M reactions from patents (1976-2016). Task: Predict the reactants needed to synthesize the given product. Given the product [N+:37]([C:40]1[CH:41]=[CH:42][C:43]([CH2:44][CH2:45][NH:46][C:5]([NH:26][C:23]2[CH:24]=[CH:25][C:20]([NH:19][C:16]3[CH:15]=[CH:14][CH:13]=[CH:18][CH:17]=3)=[CH:21][CH:22]=2)=[O:11])=[CH:47][CH:48]=1)([O-:39])=[O:38], predict the reactants needed to synthesize it. The reactants are: ClC(Cl)(O[C:5](=[O:11])OC(Cl)(Cl)Cl)Cl.[CH:13]1[CH:18]=[CH:17][C:16]([NH:19][C:20]2[CH:25]=[CH:24][C:23]([NH2:26])=[CH:22][CH:21]=2)=[CH:15][CH:14]=1.C(N(C(C)C)CC)(C)C.Cl.[N+:37]([C:40]1[CH:48]=[CH:47][C:43]([CH2:44][CH2:45][NH2:46])=[CH:42][CH:41]=1)([O-:39])=[O:38].